The task is: Predict the product of the given reaction.. This data is from Forward reaction prediction with 1.9M reactions from USPTO patents (1976-2016). (1) Given the reactants N1[C:14]2[C:5](=[CH:6][CH:7]=[C:8]3[C:13]=2N=CC=[CH:9]3)[CH:4]=CC=1.C[C:16](C)=[O:17].[C:19](=[O:21])=O.[Li]CCCC.[CH:27](N1CCCCC1)=[O:28].CC[O:37]CC, predict the reaction product. The product is: [CH3:27][O:28][CH:4]([O:17][CH3:16])[C:5]1[CH:6]=[CH:7][C:8]([CH:9]=[O:37])=[C:13]([O:21][CH3:19])[CH:14]=1. (2) Given the reactants Br[C:2]1[CH:11]=[C:10]([F:12])[CH:9]=[CH:8][C:3]=1[C:4]([O:6][CH3:7])=[O:5].[C:13]1([OH:19])[CH:18]=[CH:17][CH:16]=[CH:15][CH:14]=1.C(=O)([O-])[O-].[Cs+].[Cs+].C(OCC)(=O)C, predict the reaction product. The product is: [F:12][C:10]1[CH:9]=[CH:8][C:3]([C:4]([O:6][CH3:7])=[O:5])=[C:2]([O:19][C:13]2[CH:18]=[CH:17][CH:16]=[CH:15][CH:14]=2)[CH:11]=1. (3) Given the reactants [CH3:1][C:2]([O:8][CH2:9][C:10]1[CH:15]=[CH:14][C:13](/[CH:16]=[CH:17]\[CH2:18][N:19]2[CH:23]=[CH:22][CH:21]=[C:20]2[C:24](=[O:32])[C:25]2[CH:30]=[CH:29][C:28]([CH3:31])=[CH:27][CH:26]=2)=[CH:12][CH:11]=1)([CH3:7])[C:3]([O:5]C)=[O:4].CO.[OH-].[Li+], predict the reaction product. The product is: [CH3:7][C:2]([O:8][CH2:9][C:10]1[CH:15]=[CH:14][C:13](/[CH:16]=[CH:17]\[CH2:18][N:19]2[CH:23]=[CH:22][CH:21]=[C:20]2[C:24](=[O:32])[C:25]2[CH:30]=[CH:29][C:28]([CH3:31])=[CH:27][CH:26]=2)=[CH:12][CH:11]=1)([CH3:1])[C:3]([OH:5])=[O:4].